From a dataset of Catalyst prediction with 721,799 reactions and 888 catalyst types from USPTO. Predict which catalyst facilitates the given reaction. (1) Reactant: [CH3:1][O:2][C:3]([C:5]1[CH:10]=[CH:9][C:8]([C:11](=O)[CH2:12][CH2:13][C:14]([C:16]2[CH:21]=[CH:20][C:19]([O:22][CH2:23][CH2:24][CH2:25][CH2:26][CH3:27])=[CH:18][CH:17]=2)=O)=[CH:7][CH:6]=1)=[O:4].P12(SP3(SP(SP(S3)(S1)=S)(=S)S2)=S)=[S:30].O. Product: [CH2:23]([O:22][C:19]1[CH:20]=[CH:21][C:16]([C:14]2[S:30][C:11]([C:8]3[CH:9]=[CH:10][C:5]([C:3]([O:2][CH3:1])=[O:4])=[CH:6][CH:7]=3)=[CH:12][CH:13]=2)=[CH:17][CH:18]=1)[CH2:24][CH2:25][CH2:26][CH3:27]. The catalyst class is: 7. (2) Reactant: [Br:1][C:2]1[CH:7]=[CH:6][C:5](F)=[C:4]([N+:9]([O-:11])=[O:10])[CH:3]=1.[NH2:12][C:13]1[CH:18]=[CH:17][CH:16]=[CH:15][CH:14]=1. Product: [Br:1][C:2]1[CH:7]=[CH:6][C:5]([NH:12][C:13]2[CH:18]=[CH:17][CH:16]=[CH:15][CH:14]=2)=[C:4]([N+:9]([O-:11])=[O:10])[CH:3]=1. The catalyst class is: 9.